This data is from Full USPTO retrosynthesis dataset with 1.9M reactions from patents (1976-2016). The task is: Predict the reactants needed to synthesize the given product. (1) The reactants are: Br[C:2]1[N:3]([CH:29]([CH3:31])[CH3:30])[C:4]([CH:12]([C:22]2[CH:27]=[CH:26][C:25]([Cl:28])=[CH:24][CH:23]=2)[NH:13][C:14]2[CH:19]=[CH:18][C:17](=[O:20])[N:16]([CH3:21])[CH:15]=2)=[C:5]([C:7](OCC)=[O:8])[N:6]=1.[OH2:32].[OH-].[Na+]. Given the product [Cl:28][C:25]1[CH:26]=[CH:27][C:22]([CH:12]2[C:4]3[N:3]([CH:29]([CH3:31])[CH3:30])[C:2]([C:5]4[CH:4]=[N:3][O:32][CH:7]=4)=[N:6][C:5]=3[C:7](=[O:8])[N:13]2[C:14]2[CH:19]=[CH:18][C:17](=[O:20])[N:16]([CH3:21])[CH:15]=2)=[CH:23][CH:24]=1, predict the reactants needed to synthesize it. (2) Given the product [O:30]=[C:22]1[CH2:23][C:24]2[C:29](=[CH:28][CH:27]=[CH:26][CH:25]=2)[C:21]21[C:16]1[C:17](=[CH:18][C:11]3[O:10][CH:9]([CH2:8][C:3]4[C:2]([C:31]#[N:32])=[CH:7][CH:6]=[CH:5][N:4]=4)[CH2:14][O:13][C:12]=3[CH:15]=1)[O:19][CH2:20]2, predict the reactants needed to synthesize it. The reactants are: Br[C:2]1[C:3]([CH2:8][CH:9]2[CH2:14][O:13][C:12]3[CH:15]=[C:16]4[C:21]5([C:29]6[C:24](=[CH:25][CH:26]=[CH:27][CH:28]=6)[CH2:23][C:22]5=[O:30])[CH2:20][O:19][C:17]4=[CH:18][C:11]=3[O:10]2)=[N:4][CH:5]=[CH:6][CH:7]=1.[C-:31]#[N:32].[Na+].O.